From a dataset of Reaction yield outcomes from USPTO patents with 853,638 reactions. Predict the reaction yield, written as a fraction of the theoretical maximum amount of product (1.0 means a 100% yield; for example, 0.34 means a 34% yield). (1) The reactants are [Cl:1][C:2]1[N:7]=[CH:6][C:5]([CH2:8][OH:9])=[CH:4][C:3]=1[CH3:10]. The catalyst is C(Cl)Cl. The product is [Cl:1][C:2]1[N:7]=[CH:6][C:5]([CH:8]=[O:9])=[CH:4][C:3]=1[CH3:10]. The yield is 0.690. (2) The reactants are [OH-].[Na+].[C:3](#[N:7])[CH2:4][C:5]#[N:6].Cl.[CH3:9][O:10][C:11]1[CH:16]=[CH:15][C:14]([C:17](=O)[CH:18]([NH2:20])[CH3:19])=[CH:13][CH:12]=1.C(#N)C(CC#N)O. The catalyst is O.C(O)C. The product is [NH2:6][C:5]1[NH:20][C:18]([CH3:19])=[C:17]([C:14]2[CH:15]=[CH:16][C:11]([O:10][CH3:9])=[CH:12][CH:13]=2)[C:4]=1[C:3]#[N:7]. The yield is 0.630. (3) The reactants are [CH3:1][O:2][C:3](=[O:16])[C:4]1[CH:9]=[C:8]([N+:10]([O-:12])=[O:11])[C:7]([NH2:13])=[C:6]([F:14])[C:5]=1F.[F:17][C:18]1[CH:23]=[CH:22][CH:21]=[CH:20][C:19]=1[NH2:24]. The catalyst is C(Cl)Cl. The product is [CH3:1][O:2][C:3](=[O:16])[C:4]1[CH:9]=[C:8]([N+:10]([O-:12])=[O:11])[C:7]([NH2:13])=[C:6]([F:14])[C:5]=1[NH:24][C:19]1[CH:20]=[CH:21][CH:22]=[CH:23][C:18]=1[F:17]. The yield is 0.520. (4) No catalyst specified. The yield is 0.200. The reactants are Cl[C@@H:2]([C:4]1[CH:5]=[C:6]([CH:9]=[CH:10][N:11]=1)[C:7]#[N:8])[CH3:3].[NH2:12][C:13]1[S:14][C:15]2[C:20]([NH:21][C@H:22]([CH2:25][CH:26]([CH3:28])[CH3:27])[CH2:23][OH:24])=[N:19][C:18]([SH:29])=[N:17][C:16]=2[N:30]=1. The product is [NH2:12][C:13]1[S:14][C:15]2[C:20]([NH:21][C@@H:22]([CH2:23][OH:24])[CH2:25][CH:26]([CH3:27])[CH3:28])=[N:19][C:18]([S:29][C@H:2]([C:4]3[CH:5]=[C:6]([CH:9]=[CH:10][N:11]=3)[C:7]#[N:8])[CH3:3])=[N:17][C:16]=2[N:30]=1. (5) The reactants are Cl[C:2]1[CH:7]=[C:6]2[CH2:8][O:9][C:10]3[CH:37]=[C:36]4[C:13]([CH2:14][CH2:15][C:16]5[N:20]=[C:19]([C@@H:21]6[CH2:25][C@H:24]([CH2:26][O:27][CH3:28])[CH2:23][N:22]6[C:29]([O:31][C:32]([CH3:35])([CH3:34])[CH3:33])=[O:30])[NH:18][C:17]=54)=[CH:12][C:11]=3[C:5]2=[CH:4][CH:3]=1.[B:38]1([B:38]2[O:42][C:41]([CH3:44])([CH3:43])[C:40]([CH3:46])([CH3:45])[O:39]2)[O:42][C:41]([CH3:44])([CH3:43])[C:40]([CH3:46])([CH3:45])[O:39]1.C([O-])(=O)C.[K+].C1(P(C2CCCCC2)C2C=CC=CC=2C2C(CCC)=CC(CCC)=CC=2CCC)CCCCC1. The catalyst is O1CCOCC1.C(OCC)(=O)C. The product is [CH3:28][O:27][CH2:26][C@@H:24]1[CH2:23][N:22]([C:29]([O:31][C:32]([CH3:33])([CH3:35])[CH3:34])=[O:30])[C@H:21]([C:19]2[NH:18][C:17]3[C:36]4[C:13]([CH2:14][CH2:15][C:16]=3[N:20]=2)=[CH:12][C:11]2[C:5]3[C:6]([CH2:8][O:9][C:10]=2[CH:37]=4)=[CH:7][C:2]([B:38]2[O:42][C:41]([CH3:44])([CH3:43])[C:40]([CH3:46])([CH3:45])[O:39]2)=[CH:3][CH:4]=3)[CH2:25]1. The yield is 0.700. (6) The reactants are [C:1]([O:5][C:6]([N:8]1[CH2:13][CH2:12][CH:11]([NH:14][C:15]2[N:20]=[CH:19][C:18](Br)=[CH:17][N:16]=2)[CH2:10][CH2:9]1)=[O:7])([CH3:4])([CH3:3])[CH3:2].B1(B2OC(C)(C)C(C)(C)O2)OC(C)(C)C(C)(C)[O:23]1.C([O-])(=O)C.[K+].C(O)(=O)C.OO.O. The catalyst is O1CCOCC1.[Pd](Cl)Cl.C1(P(C2C=CC=CC=2)C2C=CC=CC=2)C=CC=CC=1.C1(P(C2C=CC=CC=2)C2C=CC=CC=2)C=CC=CC=1. The product is [C:1]([O:5][C:6]([N:8]1[CH2:13][CH2:12][CH:11]([NH:14][C:15]2[N:20]=[CH:19][C:18]([OH:23])=[CH:17][N:16]=2)[CH2:10][CH2:9]1)=[O:7])([CH3:4])([CH3:3])[CH3:2]. The yield is 0.660. (7) The reactants are [C:1]([O:5][C:6](=[O:20])[NH:7][C:8]1[CH:13]=[CH:12][C:11]([CH2:14][CH2:15][CH3:16])=[C:10]([N+:17]([O-:19])=[O:18])[CH:9]=1)([CH3:4])([CH3:3])[CH3:2].[CH3:21]I. The catalyst is CN(C=O)C. The product is [C:1]([O:5][C:6](=[O:20])[N:7]([CH3:21])[C:8]1[CH:13]=[CH:12][C:11]([CH2:14][CH2:15][CH3:16])=[C:10]([N+:17]([O-:19])=[O:18])[CH:9]=1)([CH3:2])([CH3:3])[CH3:4]. The yield is 0.520. (8) The reactants are [O:1]1[CH:6]2[CH:2]1[CH2:3][O:4][CH2:5]2.[N-:7]=[N+:8]=[N-:9].[Na+].[Cl-].[NH4+]. The catalyst is CO. The product is [N:7]([C@@H:6]1[CH2:5][O:4][CH2:3][C@H:2]1[OH:1])=[N+:8]=[N-:9]. The yield is 0.740. (9) The reactants are Cl[C:2]1[C:11]2[C:6](=[CH:7][C:8]([C:12]([O:14][CH3:15])=[O:13])=[CH:9][CH:10]=2)[N:5]=[CH:4][N:3]=1.[F:16][C:17]([F:27])([F:26])[O:18][C:19]1[CH:25]=[CH:24][C:22]([NH2:23])=[CH:21][CH:20]=1. The catalyst is C(O)(CC)C. The product is [F:16][C:17]([F:26])([F:27])[O:18][C:19]1[CH:20]=[CH:21][C:22]([NH:23][C:2]2[C:11]3[C:6](=[CH:7][C:8]([C:12]([O:14][CH3:15])=[O:13])=[CH:9][CH:10]=3)[N:5]=[CH:4][N:3]=2)=[CH:24][CH:25]=1. The yield is 0.910. (10) The reactants are [F:1][C:2]1[C:7]([CH3:8])=[CH:6][C:5]([NH:9][CH:10]2[CH2:15][CH2:14][N:13]([C:16]([O:18][C:19]([CH3:22])([CH3:21])[CH3:20])=[O:17])[CH2:12][CH2:11]2)=[C:4]([N+:23]([O-])=O)[CH:3]=1.O.NN. The catalyst is C(O)C.[Ni]. The product is [NH2:23][C:4]1[CH:3]=[C:2]([F:1])[C:7]([CH3:8])=[CH:6][C:5]=1[NH:9][CH:10]1[CH2:11][CH2:12][N:13]([C:16]([O:18][C:19]([CH3:22])([CH3:21])[CH3:20])=[O:17])[CH2:14][CH2:15]1. The yield is 0.920.